From a dataset of Aqueous solubility values for 9,982 compounds from the AqSolDB database. Regression/Classification. Given a drug SMILES string, predict its absorption, distribution, metabolism, or excretion properties. Task type varies by dataset: regression for continuous measurements (e.g., permeability, clearance, half-life) or binary classification for categorical outcomes (e.g., BBB penetration, CYP inhibition). For this dataset (solubility_aqsoldb), we predict Y. The molecule is CCCCCOC(=O)c1cccnc1. The Y is -2.38 log mol/L.